This data is from Forward reaction prediction with 1.9M reactions from USPTO patents (1976-2016). The task is: Predict the product of the given reaction. (1) Given the reactants FC(F)(F)S(O[CH2:7][C@H:8]([CH3:11])[CH2:9][F:10])(=O)=O.[CH3:14][C@H:15]1[NH:27][C@H:26]([C:28]2[CH:33]=[CH:32][C:31](/[CH:34]=[CH:35]/[C:36]([O:38][CH3:39])=[O:37])=[CH:30][CH:29]=2)[C:18]2[NH:19][C:20]3[C:25]([C:17]=2[CH2:16]1)=[CH:24][CH:23]=[CH:22][CH:21]=3.C(N(CC)C(C)C)(C)C, predict the reaction product. The product is: [F:10][CH2:9][C@@H:8]([CH3:11])[CH2:7][N:27]1[C@H:15]([CH3:14])[CH2:16][C:17]2[C:25]3[C:20](=[CH:21][CH:22]=[CH:23][CH:24]=3)[NH:19][C:18]=2[C@H:26]1[C:28]1[CH:29]=[CH:30][C:31](/[CH:34]=[CH:35]/[C:36]([O:38][CH3:39])=[O:37])=[CH:32][CH:33]=1. (2) Given the reactants [CH3:1][NH:2][C:3]1[CH:8]=[CH:7][CH:6]=[CH:5][C:4]=1[NH2:9].[CH3:10][NH:11][C:12]1[CH:20]=[CH:19][C:15]([C:16](O)=O)=[CH:14][CH:13]=1.[OH-].[Na+], predict the reaction product. The product is: [CH3:10][NH:11][C:12]1[CH:20]=[CH:19][C:15]([C:16]2[N:2]([CH3:1])[C:3]3[CH:8]=[CH:7][CH:6]=[CH:5][C:4]=3[N:9]=2)=[CH:14][CH:13]=1. (3) Given the reactants C(OC([N:8]1[C:12]([NH:13][C:14](=[O:32])/[C:15](/[C:21]2[CH:26]=[CH:25][C:24]([S:27]([CH3:30])(=[O:29])=[O:28])=[C:23]([Cl:31])[CH:22]=2)=[N:16]/[O:17][CH:18]([CH3:20])[CH3:19])=[CH:11][CH:10]=[N:9]1)=O)(C)(C)C.Cl, predict the reaction product. The product is: [Cl:31][C:23]1[CH:22]=[C:21](/[C:15](=[N:16]\[O:17][CH:18]([CH3:20])[CH3:19])/[C:14]([NH:13][C:12]2[CH:11]=[CH:10][NH:9][N:8]=2)=[O:32])[CH:26]=[CH:25][C:24]=1[S:27]([CH3:30])(=[O:29])=[O:28]. (4) Given the reactants [Cl:1][C:2]1[CH:7]=[CH:6][CH:5]=[CH:4][C:3]=1[C:8]1[C:12]([C:13](O)=[O:14])=[CH:11][N:10]([C:16]2[CH:21]=[CH:20][N:19]=[C:18]([Cl:22])[CH:17]=2)[N:9]=1.C[N:24](C(ON1N=NC2C=CC=CC1=2)=[N+](C)C)C.[B-](F)(F)(F)F.N, predict the reaction product. The product is: [Cl:1][C:2]1[CH:7]=[CH:6][CH:5]=[CH:4][C:3]=1[C:8]1[C:12]([C:13]([NH2:24])=[O:14])=[CH:11][N:10]([C:16]2[CH:21]=[CH:20][N:19]=[C:18]([Cl:22])[CH:17]=2)[N:9]=1. (5) Given the reactants [CH2:1]([O:3][C:4]([N:6]1[C:15]2[C:10](=[N:11][C:12]([OH:16])=[CH:13][CH:14]=2)[C@@H:9]([NH:17][CH:18]([C:33]2[N:38]=[CH:37][C:36]([N:39]3[CH2:44][CH2:43][N:42]([C:45](=[O:47])[CH3:46])[CH2:41][CH2:40]3)=[CH:35][N:34]=2)[C:19]2[CH:24]=[C:23]([C:25]([F:28])([F:27])[F:26])[CH:22]=[C:21]([C:29]([F:32])([F:31])[F:30])[CH:20]=2)[CH2:8][C@H:7]1[CH2:48][CH3:49])=[O:5])[CH3:2].N1C=CC=CC=1.[F:56][C:57]([F:70])([F:69])[S:58](O[S:58]([C:57]([F:70])([F:69])[F:56])(=[O:60])=[O:59])(=[O:60])=[O:59].C(O)(=O)CC(CC(O)=O)(C(O)=O)O, predict the reaction product. The product is: [CH2:1]([O:3][C:4]([N:6]1[C:15]2[C:10](=[N:11][C:12]([O:16][S:58]([C:57]([F:70])([F:69])[F:56])(=[O:60])=[O:59])=[CH:13][CH:14]=2)[C@@H:9]([NH:17][CH:18]([C:33]2[N:38]=[CH:37][C:36]([N:39]3[CH2:40][CH2:41][N:42]([C:45](=[O:47])[CH3:46])[CH2:43][CH2:44]3)=[CH:35][N:34]=2)[C:19]2[CH:20]=[C:21]([C:29]([F:30])([F:31])[F:32])[CH:22]=[C:23]([C:25]([F:27])([F:26])[F:28])[CH:24]=2)[CH2:8][C@H:7]1[CH2:48][CH3:49])=[O:5])[CH3:2]. (6) Given the reactants C(NC(C)C)(C)C.C([Li])CCC.[C:13]([O:16][CH3:17])(=[O:15])[CH3:14].[Br:18][C:19]1[CH:32]=[C:31]2[C:22]([O:23][C@H:24]3[C@H:29]([C:30]2=[N:33][S:34]([C:36]([CH3:39])([CH3:38])[CH3:37])=[O:35])[CH2:28][CH2:27][C:26]2([O:43][CH2:42][CH2:41][O:40]2)[CH2:25]3)=[CH:21][CH:20]=1, predict the reaction product. The product is: [Br:18][C:19]1[CH:32]=[C:31]2[C:22]([O:23][CH:24]3[CH:29]([C:30]2([CH2:14][C:13]([O:16][CH3:17])=[O:15])[NH:33][S:34]([C:36]([CH3:37])([CH3:38])[CH3:39])=[O:35])[CH2:28][CH2:27][C:26]2([O:43][CH2:42][CH2:41][O:40]2)[CH2:25]3)=[CH:21][CH:20]=1.